This data is from Full USPTO retrosynthesis dataset with 1.9M reactions from patents (1976-2016). The task is: Predict the reactants needed to synthesize the given product. (1) Given the product [CH3:12][N:11]([CH3:13])[CH2:10][CH2:9][N:8]([CH3:14])[C:5]1[CH:6]=[CH:7][C:2]([B:15]2[O:19][C:18]([CH3:21])([CH3:20])[C:17]([CH3:23])([CH3:22])[O:16]2)=[CH:3][CH:4]=1, predict the reactants needed to synthesize it. The reactants are: I[C:2]1[CH:7]=[CH:6][C:5]([N:8]([CH3:14])[CH2:9][CH2:10][N:11]([CH3:13])[CH3:12])=[CH:4][CH:3]=1.[B:15]1([B:15]2[O:19][C:18]([CH3:21])([CH3:20])[C:17]([CH3:23])([CH3:22])[O:16]2)[O:19][C:18]([CH3:21])([CH3:20])[C:17]([CH3:23])([CH3:22])[O:16]1.CC([O-])=O.[K+]. (2) Given the product [CH2:1]([O:3][C:4]([C:6]1[CH:11]=[C:10]([C:17]2[CH:18]=[N:19][CH:20]=[C:15]([F:14])[CH:16]=2)[CH:9]=[C:8]([CH3:13])[N:7]=1)=[O:5])[CH3:2], predict the reactants needed to synthesize it. The reactants are: [CH2:1]([O:3][C:4]([C:6]1[CH:11]=[C:10](Br)[CH:9]=[C:8]([CH3:13])[N:7]=1)=[O:5])[CH3:2].[F:14][C:15]1[CH:16]=[C:17](B(O)O)[CH:18]=[N:19][CH:20]=1.